This data is from Catalyst prediction with 721,799 reactions and 888 catalyst types from USPTO. The task is: Predict which catalyst facilitates the given reaction. (1) Reactant: C([N:8]1[CH2:13][CH2:12][CH:11]([C:14]([O:16][CH2:17][CH3:18])=[O:15])[C:10](=[O:19])[CH2:9]1)C1C=CC=CC=1. Product: [O:19]=[C:10]1[CH:11]([C:14]([O:16][CH2:17][CH3:18])=[O:15])[CH2:12][CH2:13][NH:8][CH2:9]1. The catalyst class is: 19. (2) Reactant: [CH3:1][CH:2]([C:4]1[N:8]([CH2:9][C:10]2[C:19]3[C:14](=[CH:15][CH:16]=[CH:17][CH:18]=3)[CH:13]=[CH:12][CH:11]=2)[C:7]2[CH:20]=[C:21]([N:27]3[CH2:32][CH2:31][O:30][CH2:29][CH2:28]3)[CH:22]=[C:23]([N+:24]([O-])=O)[C:6]=2[N:5]=1)[CH3:3].C([O-])([O-])=O.[Na+].[Na+]. Product: [CH3:3][CH:2]([C:4]1[N:8]([CH2:9][C:10]2[C:19]3[C:14](=[CH:15][CH:16]=[CH:17][CH:18]=3)[CH:13]=[CH:12][CH:11]=2)[C:7]2[CH:20]=[C:21]([N:27]3[CH2:28][CH2:29][O:30][CH2:31][CH2:32]3)[CH:22]=[C:23]([NH2:24])[C:6]=2[N:5]=1)[CH3:1]. The catalyst class is: 5. (3) Reactant: [F:1][C:2]([F:33])([F:32])[C:3]([C:9]1[CH:14]=[CH:13][C:12]([N:15]2[CH2:20][CH2:19][N:18]([S:21]([C:24]3[CH:29]=[CH:28][CH:27]=[C:26]([O:30]C)[CH:25]=3)(=[O:23])=[O:22])[CH2:17][CH2:16]2)=[CH:11][CH:10]=1)([OH:8])[C:4]([F:7])([F:6])[F:5].B(Br)(Br)Br. Product: [F:33][C:2]([F:1])([F:32])[C:3]([C:9]1[CH:14]=[CH:13][C:12]([N:15]2[CH2:20][CH2:19][N:18]([S:21]([C:24]3[CH:25]=[C:26]([OH:30])[CH:27]=[CH:28][CH:29]=3)(=[O:23])=[O:22])[CH2:17][CH2:16]2)=[CH:11][CH:10]=1)([OH:8])[C:4]([F:7])([F:6])[F:5]. The catalyst class is: 2. (4) Reactant: O[CH2:2][CH2:3][C:4]1[CH:5]=[C:6]2[C:19](=[CH:20][C:21]=1[N+:22]([O-:24])=[O:23])[CH2:18][C@:8]1([C:16]3[C:11](=[N:12][CH:13]=[CH:14][CH:15]=3)[NH:10][C:9]1=[O:17])[CH2:7]2.C1(P([N:39]=[N+:40]=[N-:41])(C2C=CC=CC=2)=O)C=CC=CC=1.C1CCN2C(=NCCC2)CC1. Product: [N:39]([CH2:2][CH2:3][C:4]1[CH:5]=[C:6]2[C:19](=[CH:20][C:21]=1[N+:22]([O-:24])=[O:23])[CH2:18][C@:8]1([C:16]3[C:11](=[N:12][CH:13]=[CH:14][CH:15]=3)[NH:10][C:9]1=[O:17])[CH2:7]2)=[N+:40]=[N-:41]. The catalyst class is: 3.